This data is from Forward reaction prediction with 1.9M reactions from USPTO patents (1976-2016). The task is: Predict the product of the given reaction. (1) The product is: [Br:1][C:2]1[CH:3]=[C:4]([CH2:5][C:11]#[N:12])[CH:7]=[C:8]([F:10])[CH:9]=1. Given the reactants [Br:1][C:2]1[CH:3]=[C:4]([CH:7]=[C:8]([F:10])[CH:9]=1)[CH2:5]Br.[C-:11]#[N:12].[K+], predict the reaction product. (2) Given the reactants [F:1][C:2]1[CH:9]=[C:8]([F:10])[CH:7]=[CH:6][C:3]=1[CH:4]=O.[F:11][C:12]1[CH:13]=[C:14]([CH:16]=[CH:17][C:18]=1[F:19])[NH2:15].[Cl:20][CH2:21][C:22]([OH:24])=O.[CH:25]1([N+:31]#[C-:32])[CH2:30][CH2:29][CH2:28][CH2:27][CH2:26]1.C[OH:34], predict the reaction product. The product is: [Cl:20][CH2:21][C:22]([N:15]([CH:4]([C:3]1[CH:6]=[CH:7][C:8]([F:10])=[CH:9][C:2]=1[F:1])[C:32]([NH:31][CH:25]1[CH2:30][CH2:29][CH2:28][CH2:27][CH2:26]1)=[O:34])[C:14]1[CH:16]=[CH:17][C:18]([F:19])=[C:12]([F:11])[CH:13]=1)=[O:24]. (3) Given the reactants [CH2:1]([C:3]1[NH:7][N:6]=[C:5]([CH:8]([OH:10])[CH3:9])[C:4]=1[O:11][C:12]1[CH:13]=[C:14]([C:20]#[N:21])[CH:15]=[C:16]([CH:19]=1)[C:17]#[N:18])[CH3:2].Br[CH2:23][CH2:24][O:25][CH:26]1[CH2:31][CH2:30][CH2:29][CH2:28][O:27]1.[H-].[Na+], predict the reaction product. The product is: [CH2:1]([C:3]1[N:7]([CH2:23][CH2:24][O:25][CH:26]2[CH2:31][CH2:30][CH2:29][CH2:28][O:27]2)[N:6]=[C:5]([CH:8]([OH:10])[CH3:9])[C:4]=1[O:11][C:12]1[CH:19]=[C:16]([C:17]#[N:18])[CH:15]=[C:14]([CH:13]=1)[C:20]#[N:21])[CH3:2]. (4) The product is: [Br:21][C:22]1[CH:27]=[CH:26][C:25]([CH2:28][CH:9]2[CH2:10][CH2:11][N:7]([CH:1]3[CH2:6][CH2:5][CH:4]=[CH:3][CH2:2]3)[C:8]2=[O:12])=[C:24]([Cl:30])[CH:23]=1. Given the reactants [CH:1]1([N:7]2[CH2:11][CH2:10][CH2:9][C:8]2=[O:12])[CH2:6][CH2:5][CH:4]=[CH:3][CH2:2]1.[Li+].CC([N-]C(C)C)C.[Br:21][C:22]1[CH:27]=[CH:26][C:25]([CH2:28]Br)=[C:24]([Cl:30])[CH:23]=1, predict the reaction product. (5) Given the reactants [C:1](Cl)(=[O:5])[C:2]([Cl:4])=[O:3].[CH3:7][O:8][CH2:9][CH2:10][N:11]1[CH:15]=[C:14]([C:16]2[CH:21]=[CH:20][CH:19]=[CH:18][CH:17]=2)[CH:13]=[C:12]1[CH3:22], predict the reaction product. The product is: [CH3:7][O:8][CH2:9][CH2:10][N:11]1[C:12]([CH3:22])=[CH:13][C:14]([C:16]2[CH:21]=[CH:20][CH:19]=[CH:18][CH:17]=2)=[C:15]1[C:1](=[O:5])[C:2]([Cl:4])=[O:3].